Dataset: Forward reaction prediction with 1.9M reactions from USPTO patents (1976-2016). Task: Predict the product of the given reaction. (1) Given the reactants [C:1]([CH2:4][CH2:5][CH2:6][N:7]([CH3:68])[C@H:8]([C:12]([NH:14][C@H:15]([C:19]([N:21]([C@@H:23]([C@@H:64]([CH3:67])[CH2:65][CH3:66])[C@H:24]([O:62][CH3:63])[CH2:25][C:26]([N:28]1[CH2:32][CH2:31][CH2:30][C@H:29]1[C@H:33]([O:60][CH3:61])[C@@H:34]([CH3:59])[C:35]([NH:37][C@@H:38]([CH2:49][C:50]1[C:58]2[C:53](=[CH:54][CH:55]=[CH:56][CH:57]=2)[NH:52][CH:51]=1)[C:39]([NH:41][CH2:42][C:43]1[CH:48]=[CH:47][CH:46]=[CH:45][CH:44]=1)=[O:40])=[O:36])=[O:27])[CH3:22])=[O:20])[CH:16]([CH3:18])[CH3:17])=[O:13])[CH:9]([CH3:11])[CH3:10])(O)=[O:2].[O:69]=[C:70]1[CH:74]=[CH:73][C:72](=[O:75])[N:71]1[CH2:76][CH2:77][CH2:78][CH2:79][CH2:80][C:81]([NH:83][NH2:84])=[O:82], predict the reaction product. The product is: [O:75]=[C:72]1[CH:73]=[CH:74][C:70](=[O:69])[N:71]1[CH2:76][CH2:77][CH2:78][CH2:79][CH2:80][C:81]([NH:83][NH:84][C:1](=[O:2])[CH2:4][CH2:5][CH2:6][N:7]([CH3:68])[C@H:8]([C:12]([NH:14][C@H:15]([C:19]([N:21]([C@@H:23]([C@@H:64]([CH3:67])[CH2:65][CH3:66])[C@H:24]([O:62][CH3:63])[CH2:25][C:26]([N:28]1[CH2:32][CH2:31][CH2:30][C@H:29]1[C@H:33]([O:60][CH3:61])[C@@H:34]([CH3:59])[C:35]([NH:37][C@@H:38]([CH2:49][C:50]1[C:58]2[C:53](=[CH:54][CH:55]=[CH:56][CH:57]=2)[NH:52][CH:51]=1)[C:39]([NH:41][CH2:42][C:43]1[CH:44]=[CH:45][CH:46]=[CH:47][CH:48]=1)=[O:40])=[O:36])=[O:27])[CH3:22])=[O:20])[CH:16]([CH3:17])[CH3:18])=[O:13])[CH:9]([CH3:11])[CH3:10])=[O:82]. (2) The product is: [CH3:21][C:19]1[CH:20]=[C:16]([C:13]2[NH:12][C:11]([C:3]3[CH:4]=[C:5]([NH:8][C:36](=[O:39])[C:24]4[CH:32]=[CH:31][C:30]([N:33]5[CH2:14][C@@H:13]([CH3:16])[N:12]([CH3:11])[C@@H:49]([CH3:50])[CH2:51]5)=[CH:29][C:25]=4[CH3:26])[CH:6]=[CH:7][C:2]=3[Cl:1])=[N:15][CH:14]=2)[S:17][CH:18]=1. Given the reactants [Cl:1][C:2]1[CH:7]=[CH:6][C:5]([N+:8]([O-])=O)=[CH:4][C:3]=1[C:11]1[NH:12][C:13]([C:16]2[S:17][CH:18]=[C:19]([CH3:21])[CH:20]=2)=[CH:14][N:15]=1.Cl.Cl[C:24]1[CH:32]=[CH:31][C:30]([N+:33]([O-])=O)=[CH:29][C:25]=1[C:26](=N)N.[C:36](=[O:39])([O-])[O-].[K+].[K+].BrCC(C1SC=[C:49]([CH3:51])[CH:50]=1)=O, predict the reaction product. (3) Given the reactants [Br:1][C:2]1[CH:10]=[CH:9][C:5]([C:6]([OH:8])=O)=[C:4]([CH3:11])[CH:3]=1.[CH2:12]([C:14]1[CH:15]=[C:16]([CH3:26])[C:17]([N:20]2[CH2:25][CH2:24][NH:23][CH2:22][CH2:21]2)=[N:18][CH:19]=1)[CH3:13], predict the reaction product. The product is: [Br:1][C:2]1[CH:10]=[CH:9][C:5]([C:6]([N:23]2[CH2:24][CH2:25][N:20]([C:17]3[C:16]([CH3:26])=[CH:15][C:14]([CH2:12][CH3:13])=[CH:19][N:18]=3)[CH2:21][CH2:22]2)=[O:8])=[C:4]([CH3:11])[CH:3]=1.